From a dataset of Full USPTO retrosynthesis dataset with 1.9M reactions from patents (1976-2016). Predict the reactants needed to synthesize the given product. (1) Given the product [CH3:6][C:2]([N:7]1[CH2:8][CH2:9][N:10]([C:13]2[CH:18]=[CH:17][C:16]([C:19]([F:20])([F:22])[F:21])=[CH:15][N:14]=2)[CH2:11][CH2:12]1)([C:3]([NH:40][CH:39]1[CH:27]2[CH2:26][C:25]3([OH:24])[CH2:37][CH:38]1[CH2:46][CH:29]([CH2:33]3)[CH2:28]2)=[O:4])[CH3:1], predict the reactants needed to synthesize it. The reactants are: [CH3:1][C:2]([N:7]1[CH2:12][CH2:11][N:10]([C:13]2[CH:18]=[CH:17][C:16]([C:19]([F:22])([F:21])[F:20])=[CH:15][N:14]=2)[CH2:9][CH2:8]1)([CH3:6])[C:3](O)=[O:4].O.[OH:24][C:25]1[C:33]2N=NN[C:29]=2[CH:28]=[CH:27][CH:26]=1.Cl.CN(C)[CH2:37][CH2:38][CH2:39][N:40]=C=NCC.[CH2:46](Cl)Cl. (2) Given the product [Br:17][CH2:9][CH:7]([OH:8])[CH2:6][CH2:5][C:4]#[C:3][Si:2]([CH3:11])([CH3:10])[CH3:1], predict the reactants needed to synthesize it. The reactants are: [CH3:1][Si:2]([CH3:11])([CH3:10])[C:3]#[C:4][CH2:5][CH2:6][CH:7]1[CH2:9][O:8]1.C(O)(=O)C.[Li+].[Br-:17]. (3) Given the product [Cl:27][C:19]1[N:18]=[C:17]([NH:1][CH2:2][C@@H:3]2[CH2:8][CH2:7][CH2:6][N:5]([C:9]([O:11][C:12]([CH3:15])([CH3:14])[CH3:13])=[O:10])[CH2:4]2)[C:26]2[C:21](=[N:22][CH:23]=[CH:24][N:25]=2)[CH:20]=1, predict the reactants needed to synthesize it. The reactants are: [NH2:1][CH2:2][C@@H:3]1[CH2:8][CH2:7][CH2:6][N:5]([C:9]([O:11][C:12]([CH3:15])([CH3:14])[CH3:13])=[O:10])[CH2:4]1.Cl[C:17]1[C:26]2[C:21](=[N:22][CH:23]=[CH:24][N:25]=2)[CH:20]=[C:19]([Cl:27])[N:18]=1.CCN(C(C)C)C(C)C.